Dataset: Full USPTO retrosynthesis dataset with 1.9M reactions from patents (1976-2016). Task: Predict the reactants needed to synthesize the given product. (1) The reactants are: [C:1]([O:5][C:6](=[O:19])[NH:7][CH2:8][C@@H:9]1[CH2:11][C@H:10]1[C:12]1[CH:17]=[CH:16][CH:15]=[CH:14][C:13]=1[NH2:18])([CH3:4])([CH3:3])[CH3:2].[F:20][C:21]([F:32])([F:31])[C:22]1[CH:27]=[CH:26][C:25]([N:28]=[C:29]=[O:30])=[CH:24][CH:23]=1. Given the product [C:1]([O:5][C:6](=[O:19])[NH:7][CH2:8][C@@H:9]1[CH2:11][C@H:10]1[C:12]1[CH:17]=[CH:16][CH:15]=[CH:14][C:13]=1[NH:18][C:29]([NH:28][C:25]1[CH:24]=[CH:23][C:22]([C:21]([F:20])([F:31])[F:32])=[CH:27][CH:26]=1)=[O:30])([CH3:4])([CH3:2])[CH3:3], predict the reactants needed to synthesize it. (2) Given the product [CH:30]([C@@H:31]1[CH:48]2[C@:43]([CH3:50])([CH2:44][CH2:45][C:46](=[O:49])[CH2:47]2)[C@@H:42]2[C@H:33]([C@H:34]3[C@@:38]([CH2:40][CH2:41]2)([CH3:39])[C:37](=[O:51])[CH2:36][CH2:35]3)[CH2:32]1)=[O:2], predict the reactants needed to synthesize it. The reactants are: C1COC23OCCOC2([C@]2(CC[C@H]4[C@@H](C[C@H](C=O)C5[C@]4(C)CCCC5)[C@@H]2C3)C)[O:2]1.[CH2:30]=[C:31]1[CH:48]2[C@:43]([CH3:50])([CH2:44][CH2:45][C:46](=[O:49])[CH2:47]2)[C@@H:42]2[C@H:33]([C@H:34]3[C@@:38]([CH2:40][CH2:41]2)([CH3:39])[C:37](=[O:51])[CH2:36][CH2:35]3)[CH2:32]1. (3) Given the product [CH:34]1([CH2:33][N:31]([CH3:32])[C:30]([C:26]2[CH:25]=[C:24]([C:20]3[N:21]=[CH:22][N:23]=[C:18]([N:11]([C:12]4[CH:17]=[CH:16][CH:15]=[CH:14][CH:13]=4)[C:38](=[O:40])[CH3:39])[N:19]=3)[CH:29]=[CH:28][N:27]=2)=[S:37])[CH2:36][CH2:35]1, predict the reactants needed to synthesize it. The reactants are: C[Si](C)(C)N[Si](C)(C)C.[Li].[NH:11]([C:18]1[N:23]=[CH:22][N:21]=[C:20]([C:24]2[CH:29]=[CH:28][N:27]=[C:26]([C:30](=[S:37])[N:31]([CH2:33][CH:34]3[CH2:36][CH2:35]3)[CH3:32])[CH:25]=2)[N:19]=1)[C:12]1[CH:17]=[CH:16][CH:15]=[CH:14][CH:13]=1.[C:38](Cl)(=[O:40])[CH3:39].O.